Dataset: Forward reaction prediction with 1.9M reactions from USPTO patents (1976-2016). Task: Predict the product of the given reaction. (1) Given the reactants C(O[C:6](=O)[N:7]([CH:9]1[CH2:14][CH2:13][CH:12]([NH:15][CH2:16][C:17]2[CH:22]=[C:21]([C:23]3[CH:28]=[CH:27][N:26]=[CH:25][C:24]=3[F:29])[CH:20]=[CH:19][C:18]=2[O:30][CH3:31])[CH2:11][CH2:10]1)C)(C)(C)C.[Cl:33][C:34]1[C:35]2[C:45]([F:46])=[CH:44][CH:43]=[C:42]([F:47])[C:36]=2[S:37][C:38]=1[C:39](Cl)=[O:40], predict the reaction product. The product is: [F:29][C:24]1[CH:25]=[N:26][CH:27]=[CH:28][C:23]=1[C:21]1[CH:20]=[CH:19][C:18]([O:30][CH3:31])=[C:17]([CH:22]=1)[CH2:16][N:15]([CH:12]1[CH2:11][CH2:10][CH:9]([NH:7][CH3:6])[CH2:14][CH2:13]1)[C:39]([C:38]1[S:37][C:36]2[C:42]([F:47])=[CH:43][CH:44]=[C:45]([F:46])[C:35]=2[C:34]=1[Cl:33])=[O:40]. (2) Given the reactants [Cl:1][C:2]1[CH:7]=[C:6]([C:8]#[N:9])[CH:5]=[CH:4][C:3]=1[S:10](Cl)(=[O:12])=[O:11].[NH:14]1[CH2:18][CH2:17][CH2:16][CH2:15]1.Cl, predict the reaction product. The product is: [Cl:1][C:2]1[CH:7]=[C:6]([CH:5]=[CH:4][C:3]=1[S:10]([N:14]1[CH2:18][CH2:17][CH2:16][CH2:15]1)(=[O:12])=[O:11])[C:8]#[N:9]. (3) Given the reactants [Cl:1][C:2]1[CH:18]=[CH:17][C:5]([O:6][C:7]2[CH:12]=[CH:11][C:10]([OH:13])=[C:9]([CH2:14][CH:15]=[CH2:16])[CH:8]=2)=[CH:4][CH:3]=1, predict the reaction product. The product is: [Cl:1][C:2]1[CH:18]=[CH:17][C:5]([O:6][C:7]2[CH:12]=[CH:11][C:10]([OH:13])=[C:9]([CH2:14][CH2:15][CH3:16])[CH:8]=2)=[CH:4][CH:3]=1. (4) Given the reactants CS(O)(=O)=O.[CH:6]#[C:7][CH2:8][NH:9][C@H:10]1[C:14]2[CH:15]=[CH:16][CH:17]=[CH:18][C:13]=2[CH2:12][CH2:11]1.O.OC1O[C@H](CO)[C@@H](O[C@@H]2O[C@H](CO)[C@H](O)[C@H](O)[C@H]2O)[C@H](O)[C@H]1O, predict the reaction product. The product is: [CH:6]#[C:7][CH2:8][NH:9][C@H:10]1[C:14]2[CH:15]=[CH:16][CH:17]=[CH:18][C:13]=2[CH2:12][CH2:11]1. (5) Given the reactants Cl.[NH2:2][CH2:3][CH2:4][SH:5].[C:6]1([C:12]([C:20]2[CH:25]=[CH:24][CH:23]=[CH:22][CH:21]=2)([C:14]2[CH:19]=[CH:18][CH:17]=[CH:16][CH:15]=2)O)[CH:11]=[CH:10][CH:9]=[CH:8][CH:7]=1, predict the reaction product. The product is: [C:12]([S:5][CH2:4][CH2:3][NH2:2])([C:6]1[CH:11]=[CH:10][CH:9]=[CH:8][CH:7]=1)([C:20]1[CH:21]=[CH:22][CH:23]=[CH:24][CH:25]=1)[C:14]1[CH:15]=[CH:16][CH:17]=[CH:18][CH:19]=1. (6) Given the reactants [CH2:1]([O:5][C:6]1[CH:13]=[CH:12][C:9]([CH:10]=O)=[CH:8][CH:7]=1)[CH2:2][CH2:3][CH3:4].[C:14]([NH:18][OH:19])([CH3:17])([CH3:16])[CH3:15], predict the reaction product. The product is: [CH2:1]([O:5][C:6]1[CH:13]=[CH:12][C:9]([CH:10]=[N+:18]([C:14]([CH3:17])([CH3:16])[CH3:15])[O-:19])=[CH:8][CH:7]=1)[CH2:2][CH2:3][CH3:4]. (7) Given the reactants [F:1][C:2]([F:15])([F:14])[C@@:3]([OH:13])([C:7]1[CH:12]=[CH:11][CH:10]=[CH:9][CH:8]=1)[C:4]([OH:6])=O.[Cl-].[O:17]=[C:18]1[C:27]2[C:22](=[CH:23][CH:24]=[CH:25][CH:26]=2)[N:21]=[C:20]([CH2:28][NH3+:29])[NH:19]1.ON1C2C=CC=CC=2N=N1.C(N(C(C)C)CC)(C)C, predict the reaction product. The product is: [F:14][C:2]([F:1])([F:15])[C@@:3]([OH:13])([C:7]1[CH:12]=[CH:11][CH:10]=[CH:9][CH:8]=1)[C:4]([NH:29][CH2:28][C:20]1[NH:19][C:18](=[O:17])[C:27]2[C:22](=[CH:23][CH:24]=[CH:25][CH:26]=2)[N:21]=1)=[O:6].